This data is from Reaction yield outcomes from USPTO patents with 853,638 reactions. The task is: Predict the reaction yield, written as a fraction of the theoretical maximum amount of product (1.0 means a 100% yield; for example, 0.34 means a 34% yield). (1) The reactants are [F:1][C:2]([F:20])([C:8]1[CH:13]=[CH:12][C:11]([O:14][C:15]([F:18])([F:17])[F:16])=[CH:10][C:9]=1[CH3:19])[C:3]([O:5]CC)=[O:4].CO.O.O.[OH-].[Li+]. The catalyst is O1CCCC1. The product is [F:1][C:2]([F:20])([C:8]1[CH:13]=[CH:12][C:11]([O:14][C:15]([F:16])([F:17])[F:18])=[CH:10][C:9]=1[CH3:19])[C:3]([OH:5])=[O:4]. The yield is 0.550. (2) The reactants are Cl[S:2]([N:5]=[C:6]=[O:7])(=[O:4])=[O:3].[NH2:8][C:9]1[CH:14]=[CH:13][C:12]([NH:15][S:16]([CH3:19])(=[O:18])=[O:17])=[CH:11][CH:10]=1.[Cl-].[Al+3].[Cl-].[Cl-]. The catalyst is [N+](CC)([O-])=O. The product is [O:3]=[S:2]1(=[O:4])[C:10]2[CH:11]=[C:12]([NH:15][S:16]([CH3:19])(=[O:18])=[O:17])[CH:13]=[CH:14][C:9]=2[NH:8][C:6](=[O:7])[NH:5]1. The yield is 0.770. (3) The reactants are Br[C:2]1[CH:7]=[CH:6][C:5]([C:8]2([CH2:11][CH2:12][CH2:13][CH2:14][CH2:15][CH2:16][CH2:17][CH2:18][CH3:19])[CH2:10][CH2:9]2)=[CH:4][CH:3]=1.BrC1C=CC(C2(CCCC)CC2)=CC=1.C([Li])CCC.CCCCCC.CN(C)[CH:47]=[O:48]. The yield is 0.920. No catalyst specified. The product is [CH2:11]([C:8]1([C:5]2[CH:6]=[CH:7][C:2]([CH:47]=[O:48])=[CH:3][CH:4]=2)[CH2:10][CH2:9]1)[CH2:12][CH2:13][CH2:14][CH2:15][CH2:16][CH2:17][CH2:18][CH3:19]. (4) The yield is 0.990. The product is [CH3:18][NH:19][C:13]([C:5]1[N:6]([CH3:12])[C:7]2[C:3]([CH:4]=1)=[CH:2][CH:10]=[CH:9][CH:8]=2)=[O:15]. No catalyst specified. The reactants are Cl[C:2]1[CH:10]=[C:9](Cl)[CH:8]=[C:7]2[C:3]=1[CH:4]=[C:5]([C:13]([O:15]CC)=O)[N:6]2[CH3:12].[CH3:18][NH2:19].CO. (5) The reactants are [H-].[Na+].Cl[C:4]1[CH:13]=[CH:12][C:11]2[C:6](=[C:7]([C:14]([OH:16])=[O:15])[CH:8]=[CH:9][CH:10]=2)[N:5]=1.[NH2:17][C:18]1[CH:23]=[CH:22][CH:21]=[CH:20][CH:19]=1. The catalyst is C1COCC1.CCOCC. The product is [C:18]1([NH:17][C:4]2[CH:13]=[CH:12][C:11]3[C:6](=[C:7]([C:14]([OH:16])=[O:15])[CH:8]=[CH:9][CH:10]=3)[N:5]=2)[CH:23]=[CH:22][CH:21]=[CH:20][CH:19]=1. The yield is 0.350. (6) The reactants are NC1C=CC([C:8]2[CH:13]=[CH:12][CH:11]=[CH:10][C:9]=2[C:14](=[O:24])[CH2:15][CH:16]([CH2:21][CH2:22][CH3:23])[C:17]([O:19]C)=[O:18])=CC=1.Cl[C:26]1[CH:31]=[CH:30][CH:29]=[CH:28][C:27]=1[N:32]=[C:33]=[O:34].Cl[CH2:36][Cl:37]. The product is [Cl:37][C:36]1[CH:29]=[CH:30][CH:31]=[CH:26][C:27]=1[NH:32][C:33]([NH:32][C:27]1[CH:28]=[CH:29][C:30]([C:12]2[CH:13]=[CH:8][C:9]([C:14](=[O:24])[CH2:15][CH:16]([CH2:21][CH2:22][CH3:23])[C:17]([OH:19])=[O:18])=[CH:10][CH:11]=2)=[CH:31][CH:26]=1)=[O:34]. No catalyst specified. The yield is 0.320. (7) The catalyst is CO.C1(P(C2C=CC=CC=2)[C-]2C=CC=C2)C=CC=CC=1.[C-]1(P(C2C=CC=CC=2)C2C=CC=CC=2)C=CC=C1.[Fe+2].Cl[Pd]Cl. The reactants are Cl[C:2]1[N:7]2[N:8]=[C:9]([CH3:11])[CH:10]=[C:6]2[N:5]=[C:4]([NH:12][C:13](=[O:24])[C:14]2[CH:19]=[CH:18][C:17]([C:20]([OH:23])([CH3:22])[CH3:21])=[CH:16][CH:15]=2)[CH:3]=1.[Cl:25][C:26]1[CH:31]=[CH:30][C:29](B(O)O)=[CH:28][C:27]=1[O:35][CH3:36].O1CCOCC1. The product is [Cl:25][C:26]1[CH:31]=[CH:30][C:29]([C:2]2[N:7]3[N:8]=[C:9]([CH3:11])[CH:10]=[C:6]3[N:5]=[C:4]([NH:12][C:13](=[O:24])[C:14]3[CH:19]=[CH:18][C:17]([C:20]([OH:23])([CH3:22])[CH3:21])=[CH:16][CH:15]=3)[CH:3]=2)=[CH:28][C:27]=1[O:35][CH3:36]. The yield is 0.400. (8) The reactants are [O:1]([C:8]1[CH:16]=[CH:15][C:11]([CH2:12][CH2:13][NH2:14])=[CH:10][CH:9]=1)[C:2]1[CH:7]=[CH:6][CH:5]=[CH:4][CH:3]=1.Cl[S:18]([C:21]1[C:22]([O:31][CH3:32])=[CH:23][C:24]([CH3:30])=[C:25]([CH:29]=1)[C:26]([OH:28])=[O:27])(=[O:20])=[O:19].N1C=CC=CC=1. The catalyst is O1CCCC1.CN(C)C=O.C(OCC)(=O)C. The product is [CH3:32][O:31][C:22]1[C:21]([S:18](=[O:20])(=[O:19])[NH:14][CH2:13][CH2:12][C:11]2[CH:10]=[CH:9][C:8]([O:1][C:2]3[CH:3]=[CH:4][CH:5]=[CH:6][CH:7]=3)=[CH:16][CH:15]=2)=[CH:29][C:25]([C:26]([OH:28])=[O:27])=[C:24]([CH3:30])[CH:23]=1. The yield is 0.170. (9) The yield is 0.950. The product is [N:8]1([CH2:7][C:6]2[CH:5]=[C:4]([NH2:1])[CH:16]=[CH:15][CH:14]=2)[CH2:13][CH2:12][CH2:11][CH2:10][CH2:9]1. The catalyst is C1COCC1.[Ni]. The reactants are [N+:1]([C:4]1[CH:5]=[C:6]([CH:14]=[CH:15][CH:16]=1)[CH2:7][N:8]1[CH2:13][CH2:12][CH2:11][CH2:10][CH2:9]1)([O-])=O.C(O)C.O.NN. (10) The reactants are [CH3:1][O:2][C@H:3]1[C@H:8]([NH:9][C:10](=[O:16])[O:11][C:12]([CH3:15])([CH3:14])[CH3:13])[CH2:7][CH2:6][NH:5][CH2:4]1.[O:17]=[C:18]1[CH:27]=[CH:26][C:25]2[C:20](=[CH:21][C:22]([C:28]#[N:29])=[CH:23][CH:24]=2)[N:19]1[CH2:30][CH:31]=O.C(O[BH-](OC(=O)C)OC(=O)C)(=O)C.[Na+]. The catalyst is CO.C(Cl)(Cl)Cl. The product is [C:28]([C:22]1[CH:21]=[C:20]2[C:25]([CH:26]=[CH:27][C:18](=[O:17])[N:19]2[CH2:30][CH2:31][N:5]2[CH2:6][CH2:7][C@H:8]([NH:9][C:10](=[O:16])[O:11][C:12]([CH3:13])([CH3:15])[CH3:14])[C@@H:3]([O:2][CH3:1])[CH2:4]2)=[CH:24][CH:23]=1)#[N:29]. The yield is 0.620.